From a dataset of Reaction yield outcomes from USPTO patents with 853,638 reactions. Predict the reaction yield, written as a fraction of the theoretical maximum amount of product (1.0 means a 100% yield; for example, 0.34 means a 34% yield). (1) The reactants are C1CO[C:8]2[CH:7]=[CH:6][C:5]([NH:11][C:12]3[C:17]([F:18])=[CH:16][N:15]=[C:14]([NH:19][C:20]4[CH:25]=[CH:24][CH:23]=[C:22](O)C=4)[N:13]=3)=[CH:4][C:3]=2[O:2]1.Cl[C:28]1N=C(NC2C=CC=C(O)C=2)C(F)=C[N:29]=1.N1C=CC=C(CN)C=1. No catalyst specified. The product is [F:18][C:17]1[C:12]([NH:11][C:5]2[CH:6]=[CH:7][CH:8]=[C:3]([OH:2])[CH:4]=2)=[N:13][C:14]([NH:19][CH2:20][C:25]2[CH:28]=[N:29][CH:22]=[CH:23][CH:24]=2)=[N:15][CH:16]=1. The yield is 0.620. (2) The reactants are C([N:8]1[CH2:30][CH2:29][C:11]2[N:12]=[CH:13][N:14]=[C:15]([NH:16][C@@H:17]([C:19]3[CH:20]=[N:21][C:22]([C:25]([F:28])([F:27])[F:26])=[CH:23][CH:24]=3)[CH3:18])[C:10]=2[CH2:9]1)C1C=CC=CC=1. The catalyst is [Pd].CO. The product is [F:28][C:25]([F:26])([F:27])[C:22]1[N:21]=[CH:20][C:19]([C@H:17]([NH:16][C:15]2[C:10]3[CH2:9][NH:8][CH2:30][CH2:29][C:11]=3[N:12]=[CH:13][N:14]=2)[CH3:18])=[CH:24][CH:23]=1. The yield is 0.980. (3) The reactants are [OH:1][C@@:2]1([C:9]#[C:10][C:11]2[CH:12]=[C:13]([N:17]3[C:21]4[N:22]=[C:23]([CH3:25])[S:24][C:20]=4[C:19]([C:26]([O:28]CC)=O)=[N:18]3)[CH:14]=[CH:15][CH:16]=2)[CH2:6][CH2:5][N:4]([CH3:7])[C:3]1=[O:8].[NH3:31]. The catalyst is CO. The product is [OH:1][C@@:2]1([C:9]#[C:10][C:11]2[CH:12]=[C:13]([N:17]3[C:21]4[N:22]=[C:23]([CH3:25])[S:24][C:20]=4[C:19]([C:26]([NH2:31])=[O:28])=[N:18]3)[CH:14]=[CH:15][CH:16]=2)[CH2:6][CH2:5][N:4]([CH3:7])[C:3]1=[O:8]. The yield is 0.290. (4) The reactants are [Cl:1][C:2]1[CH:7]=[CH:6][N:5]2[N:8]=[C:9]([C:13]3[CH:18]=[CH:17][C:16]([O:19][CH3:20])=[CH:15][CH:14]=3)[C:10]([CH:11]=[O:12])=[C:4]2[CH:3]=1.[C:21]([Mg]Br)#[CH:22].C(=O)(O)[O-].[Na+]. The catalyst is O1CCCC1. The product is [Cl:1][C:2]1[CH:7]=[CH:6][N:5]2[N:8]=[C:9]([C:13]3[CH:18]=[CH:17][C:16]([O:19][CH3:20])=[CH:15][CH:14]=3)[C:10]([CH:11]([OH:12])[C:21]#[CH:22])=[C:4]2[CH:3]=1. The yield is 10.0. (5) The reactants are [CH2:1]([O:3][P:4]([N:9]1[CH:15]2[CH:10]1[CH2:11][CH2:12][N:13]([C:16]([O:18][CH2:19][C:20]1[CH:25]=[CH:24][CH:23]=[CH:22][CH:21]=1)=[O:17])[CH2:14]2)([O:6][CH2:7][CH3:8])=[O:5])[CH3:2].[ClH:26].C(N(CC)CC)C.B(F)(F)F.CCOCC. The catalyst is C(Cl)Cl. The product is [Cl:26][CH:10]1[CH2:11][CH2:12][N:13]([C:16]([O:18][CH2:19][C:20]2[CH:25]=[CH:24][CH:23]=[CH:22][CH:21]=2)=[O:17])[CH2:14][CH:15]1[NH:9][P:4]([O:6][CH2:7][CH3:8])([O:3][CH2:1][CH3:2])=[O:5]. The yield is 0.890. (6) The reactants are [CH:1]([C:4]1[CH:10]=[CH:9][C:7]([NH2:8])=[CH:6][CH:5]=1)([CH3:3])[CH3:2].Cl[C:12]([O:14][C:15]1[CH:20]=[CH:19][C:18]([N+:21]([O-:23])=[O:22])=[CH:17][CH:16]=1)=[O:13]. The catalyst is C(Cl)Cl.N1C=CC=CC=1. The product is [N+:21]([C:18]1[CH:17]=[CH:16][C:15]([O:14][C:12](=[O:13])[NH:8][C:7]2[CH:9]=[CH:10][C:4]([CH:1]([CH3:3])[CH3:2])=[CH:5][CH:6]=2)=[CH:20][CH:19]=1)([O-:23])=[O:22]. The yield is 0.950.